Dataset: Reaction yield outcomes from USPTO patents with 853,638 reactions. Task: Predict the reaction yield, written as a fraction of the theoretical maximum amount of product (1.0 means a 100% yield; for example, 0.34 means a 34% yield). The reactants are [F:1][C:2]([F:7])([F:6])[CH2:3][CH2:4][OH:5].[H-].[Na+].Br[CH2:11][C:12]1[CH:21]=[CH:20][C:15]([C:16]([O:18][CH3:19])=[O:17])=[CH:14][CH:13]=1.O. The catalyst is O1CCCC1.[I-].C([N+](CCCC)(CCCC)CCCC)CCC. The product is [F:1][C:2]([F:7])([F:6])[CH2:3][CH2:4][O:5][CH2:11][C:12]1[CH:21]=[CH:20][C:15]([C:16]([O:18][CH3:19])=[O:17])=[CH:14][CH:13]=1. The yield is 0.730.